Predict the product of the given reaction. From a dataset of Forward reaction prediction with 1.9M reactions from USPTO patents (1976-2016). Given the reactants [CH:1]([C:3]1[C:11]2[C:6](=[CH:7][CH:8]=[CH:9][CH:10]=2)[NH:5][CH:4]=1)=[O:2].Br[CH2:13][CH2:14][C:15]([O:17][CH2:18][CH3:19])=[O:16].C(=O)([O-])[O-].[K+].[K+], predict the reaction product. The product is: [CH2:18]([O:17][C:15](=[O:16])[CH2:14][CH2:13][N:5]1[C:6]2[C:11](=[CH:10][CH:9]=[CH:8][CH:7]=2)[C:3]([CH:1]=[O:2])=[CH:4]1)[CH3:19].